Dataset: Forward reaction prediction with 1.9M reactions from USPTO patents (1976-2016). Task: Predict the product of the given reaction. (1) The product is: [NH:1]1[CH2:6][CH2:5][CH:4]([CH2:7][NH:8][C:9]([N:11]2[C:15]3[CH:16]=[CH:17][CH:18]=[CH:19][C:14]=3[N:13]([CH:20]([CH3:23])[CH3:21])[C:12]2=[O:22])=[O:10])[CH2:3][CH2:2]1.[O:26]1[CH:24]([CH2:23][O:27][C:28]2[CH:29]=[CH:30][CH:31]=[CH:32][CH:33]=2)[CH2:25]1. Given the reactants [NH:1]1[CH2:6][CH2:5][CH:4]([CH2:7][NH:8][C:9]([N:11]2[C:15]3[CH:16]=[CH:17][CH:18]=[CH:19][C:14]=3[N:13]([CH2:20][CH3:21])[C:12]2=[O:22])=[O:10])[CH2:3][CH2:2]1.[CH2:23]([O:27][C:28]1[CH:33]=[CH:32][C:31](Cl)=[CH:30][CH:29]=1)[CH:24]1[O:26][CH2:25]1, predict the reaction product. (2) The product is: [CH:1]([C:4]1[N:5]=[CH:6][NH:7][C:8]=1[CH2:9][OH:10])([CH3:3])[CH3:2]. Given the reactants [CH:1]([C:4]1[N:5]=[CH:6][NH:7][C:8]=1[C:9](OCC)=[O:10])([CH3:3])[CH3:2].[H-].[Al+3].[Li+].[H-].[H-].[H-], predict the reaction product. (3) Given the reactants [C:1]1(=[O:7])[CH2:6][CH2:5][CH2:4][CH2:3][CH2:2]1.[CH2:8]([Mg]Cl)[C:9]1[CH:14]=[CH:13][CH:12]=[CH:11][CH:10]=1, predict the reaction product. The product is: [CH2:8]([C:1]1([OH:7])[CH2:6][CH2:5][CH2:4][CH2:3][CH2:2]1)[C:9]1[CH:14]=[CH:13][CH:12]=[CH:11][CH:10]=1. (4) Given the reactants [F:1][C:2]1[CH:3]=[C:4]([CH:9]([OH:33])[C:10]([NH:12][NH:13][C:14](=[O:32])[C:15]2[CH:20]=[CH:19][C:18]([O:21][CH2:22][C:23]3[CH:28]=[CH:27][CH:26]=[CH:25][CH:24]=3)=[C:17]([CH3:29])[C:16]=2[CH2:30][CH3:31])=[O:11])[CH:5]=[C:6]([F:8])[CH:7]=1.ClCCl.CC(OI1(OC(C)=O)(OC(C)=O)OC(=O)C2C1=CC=CC=2)=O.[O-]S([O-])(=S)=O.[Na+].[Na+], predict the reaction product. The product is: [F:1][C:2]1[CH:3]=[C:4]([C:9](=[O:33])[C:10]([NH:12][NH:13][C:14](=[O:32])[C:15]2[CH:20]=[CH:19][C:18]([O:21][CH2:22][C:23]3[CH:24]=[CH:25][CH:26]=[CH:27][CH:28]=3)=[C:17]([CH3:29])[C:16]=2[CH2:30][CH3:31])=[O:11])[CH:5]=[C:6]([F:8])[CH:7]=1. (5) Given the reactants [CH3:1][O:2][C:3]([C:5]1[N:6]([C:19]2[CH:24]=[CH:23][C:22]([O:25][CH:26]([CH3:28])[CH3:27])=[CH:21][CH:20]=2)[C:7]2[C:12]([C:13]=1[C:14]([O:16][CH3:17])=[O:15])=[CH:11][C:10]([OH:18])=[CH:9][CH:8]=2)=[O:4].[C:29]([C:33]1[CH:38]=[CH:37][C:36](B(O)O)=[CH:35][CH:34]=1)([CH3:32])([CH3:31])[CH3:30], predict the reaction product. The product is: [CH3:1][O:2][C:3]([C:5]1[N:6]([C:19]2[CH:20]=[CH:21][C:22]([O:25][CH:26]([CH3:28])[CH3:27])=[CH:23][CH:24]=2)[C:7]2[C:12]([C:13]=1[C:14]([O:16][CH3:17])=[O:15])=[CH:11][C:10]([O:18][C:36]1[CH:37]=[CH:38][C:33]([C:29]([CH3:32])([CH3:31])[CH3:30])=[CH:34][CH:35]=1)=[CH:9][CH:8]=2)=[O:4]. (6) Given the reactants [N+:1]([C:4]1[CH:25]=[CH:24][C:7]([CH2:8][O:9][C:10]([NH:12][CH2:13][C:14]([C:16]2[N:17]=[CH:18][N:19]3[CH:23]=[CH:22][S:21][C:20]=23)=[O:15])=[O:11])=[CH:6][CH:5]=1)([O-:3])=[O:2].[CH2:26]([Sn:30](Cl)([CH2:35][CH2:36][CH2:37][CH3:38])[CH2:31][CH2:32][CH2:33][CH3:34])[CH2:27][CH2:28][CH3:29].C[Si]([N-][Si](C)(C)C)(C)C.[Li+].C(OCC)(=O)C, predict the reaction product. The product is: [N+:1]([C:4]1[CH:25]=[CH:24][C:7]([CH2:8][O:9][C:10]([NH:12][CH2:13][C:14]([C:16]2[N:17]=[CH:18][N:19]3[CH:23]=[C:22]([Sn:30]([CH2:31][CH2:32][CH2:33][CH3:34])([CH2:35][CH2:36][CH2:37][CH3:38])[CH2:26][CH2:27][CH2:28][CH3:29])[S:21][C:20]=23)=[O:15])=[O:11])=[CH:6][CH:5]=1)([O-:3])=[O:2].